This data is from Catalyst prediction with 721,799 reactions and 888 catalyst types from USPTO. The task is: Predict which catalyst facilitates the given reaction. Product: [CH2:50]([Si:3]([CH2:1][CH3:2])([CH:47]([CH3:48])[CH3:49])[O:4][CH:5]1[CH2:17][CH2:16][CH:15]([CH3:18])[CH:14]([C:72]([O:75][O:62][C:63]2[CH:64]=[CH:65][C:66]([N+:69]([O-:71])=[O:70])=[CH:67][CH:68]=2)=[O:74])[CH:13]=[CH:12][CH:11]([CH3:20])[CH:10](/[C:21](/[CH3:46])=[CH:22]/[CH:23]=[CH:24]/[C:25]([OH:45])([CH3:44])[CH2:26][CH:27]2[O:43][CH:28]2[CH:29]([CH3:42])[CH:30]([O:33][Si:34]([CH2:40][CH3:41])([CH2:38][CH3:39])[CH:35]([CH3:36])[CH3:37])[CH2:31][CH3:32])[O:9][C:7](=[O:8])[CH2:6]1)[CH3:51]. Reactant: [CH2:1]([Si:3]([CH2:50][CH3:51])([CH:47]([CH3:49])[CH3:48])[O:4][CH:5]1[CH2:17][CH2:16][CH:15]([CH3:18])[CH:14](O)[CH:13]=[CH:12][CH:11]([CH3:20])[CH:10](/[C:21](/[CH3:46])=[CH:22]/[CH:23]=[CH:24]/[C:25]([OH:45])([CH3:44])[CH2:26][CH:27]2[O:43][CH:28]2[CH:29]([CH3:42])[CH:30]([O:33][Si:34]([CH2:40][CH3:41])([CH2:38][CH3:39])[CH:35]([CH3:37])[CH3:36])[CH2:31][CH3:32])[O:9][C:7](=[O:8])[CH2:6]1)[CH3:2].C(N(CC)CC)C.ClC([O:62][C:63]1[CH:68]=[CH:67][C:66]([N+:69]([O-:71])=[O:70])=[CH:65][CH:64]=1)=O.[C:72]([O:75]CC)(=[O:74])C. The catalyst class is: 143.